From a dataset of Plasma protein binding rate (PPBR) regression data from AstraZeneca. Regression/Classification. Given a drug SMILES string, predict its absorption, distribution, metabolism, or excretion properties. Task type varies by dataset: regression for continuous measurements (e.g., permeability, clearance, half-life) or binary classification for categorical outcomes (e.g., BBB penetration, CYP inhibition). For this dataset (ppbr_az), we predict Y. (1) The drug is N#CCNC(=O)c1ccc(-c2ccnc(Nc3ccc(N4CCOCC4)cc3)n2)cc1. The Y is 89.7 %. (2) The compound is Cc1ccc(S(=O)(=O)N2N=Cc3ccccc3B2O)cc1. The Y is 91.6 %. (3) The drug is CN(CCOc1ccc(NS(C)(=O)=O)cc1)CCc1ccc(NS(C)(=O)=O)cc1. The Y is 66.1 %. (4) The compound is COc1ccc(CC(=O)Nc2nc3ccccc3[nH]2)cc1. The Y is 96.3 %. (5) The drug is COc1cccc(S(=O)(=O)c2c(C)n(CC(=O)O)c3ccc(C)cc23)c1. The Y is 99.4 %.